Dataset: Reaction yield outcomes from USPTO patents with 853,638 reactions. Task: Predict the reaction yield, written as a fraction of the theoretical maximum amount of product (1.0 means a 100% yield; for example, 0.34 means a 34% yield). The reactants are Cl.[C:2]12([CH2:12][CH2:13][N:14]([O:27]CC3C=CC=CC=3)[C:15]([NH:17][CH2:18][CH2:19][CH2:20][C:21]3[CH:26]=[CH:25][N:24]=[CH:23][CH:22]=3)=[O:16])[CH2:11][CH:6]3[CH2:7][CH:8]([CH2:10][CH:4]([CH2:5]3)[CH2:3]1)[CH2:9]2. No catalyst specified. The product is [C:2]12([CH2:12][CH2:13][N:14]([OH:27])[C:15]([NH:17][CH2:18][CH2:19][CH2:20][C:21]3[CH:26]=[CH:25][N:24]=[CH:23][CH:22]=3)=[O:16])[CH2:9][CH:8]3[CH2:7][CH:6]([CH2:5][CH:4]([CH2:10]3)[CH2:3]1)[CH2:11]2. The yield is 0.340.